The task is: Predict the reactants needed to synthesize the given product.. This data is from Full USPTO retrosynthesis dataset with 1.9M reactions from patents (1976-2016). (1) Given the product [O:31]1[C:40]2[C:35](=[CH:36][CH:37]=[CH:38][CH:39]=2)[C@H:34]([NH:41][C:17]([C@@H:7]2[CH2:6][N:5]3[CH2:21][C@H:2]([O:1][CH2:25][CH2:26][O:27][CH2:28][CH3:29])[CH2:3][C@@H:4]3[CH2:9][N:8]2[C:10]([O:12][C:13]([CH3:16])([CH3:14])[CH3:15])=[O:11])=[O:18])[CH2:33][CH2:32]1, predict the reactants needed to synthesize it. The reactants are: [OH:1][C@H:2]1[CH2:21][N:5]2[CH2:6][C@@H:7]([C:17](OC)=[O:18])[N:8]([C:10]([O:12][C:13]([CH3:16])([CH3:15])[CH3:14])=[O:11])[CH2:9][C@H:4]2[CH2:3]1.[H-].[Na+].Br[CH2:25][CH2:26][O:27][CH2:28][CH3:29].Cl.[O:31]1[C:40]2[C:35](=[CH:36][CH:37]=[CH:38][CH:39]=2)[C@H:34]([NH2:41])[CH2:33][CH2:32]1.Cl.C(N=C=NCCCN(C)C)C.ON1C2C=CC=CC=2N=N1.C(N(CC)C(C)C)(C)C. (2) Given the product [NH2:18][C:14]1[CH:13]=[C:12]2[C:17](=[CH:16][CH:15]=1)[N:8]([CH:5]1[CH2:4][CH2:3][N:2]([CH3:1])[CH2:7][CH2:6]1)[C:9](=[O:21])[CH2:10][CH2:11]2, predict the reactants needed to synthesize it. The reactants are: [CH3:1][N:2]1[CH2:7][CH2:6][CH:5]([N:8]2[C:17]3[C:12](=[CH:13][C:14]([N+:18]([O-])=O)=[CH:15][CH:16]=3)[CH2:11][CH2:10][C:9]2=[O:21])[CH2:4][CH2:3]1.[H][H]. (3) Given the product [Cl:33][CH2:34][C:35]([NH:1][C:2]1[S:3][C:4]2[N:5]=[C:6]([N:11]([CH3:32])[C:12]3[CH:13]=[C:14]([NH:18][C:19](=[O:31])[C:20]4[CH:25]=[CH:24][CH:23]=[C:22]([C:26]([C:29]#[N:30])([CH3:27])[CH3:28])[CH:21]=4)[CH:15]=[CH:16][CH:17]=3)[N:7]=[CH:8][C:9]=2[N:10]=1)=[O:36], predict the reactants needed to synthesize it. The reactants are: [NH2:1][C:2]1[S:3][C:4]2[N:5]=[C:6]([N:11]([CH3:32])[C:12]3[CH:13]=[C:14]([NH:18][C:19](=[O:31])[C:20]4[CH:25]=[CH:24][CH:23]=[C:22]([C:26]([C:29]#[N:30])([CH3:28])[CH3:27])[CH:21]=4)[CH:15]=[CH:16][CH:17]=3)[N:7]=[CH:8][C:9]=2[N:10]=1.[Cl:33][CH2:34][C:35](Cl)=[O:36].C(=O)([O-])O.[Na+]. (4) Given the product [CH2:41]([C@@:44]1([CH3:71])[CH2:49][C@H:48]([C:50]2[CH:51]=[CH:52][CH:53]=[C:54]([Cl:1])[CH:55]=2)[C@@H:47]([C:57]2[CH:58]=[CH:59][C:60]([Cl:63])=[CH:61][CH:62]=2)[N:46]([C@@H:64]([CH2:68][CH3:69])[C:65]([CH3:34])=[CH:66][O:3][CH3:2])[C:45]1=[O:70])[CH:42]=[CH2:43], predict the reactants needed to synthesize it. The reactants are: [Cl-:1].[CH3:2][O:3]C[P+](C1C=CC=CC=1)(C1C=CC=CC=1)C1C=CC=CC=1.C[Si]([N-][Si](C)(C)C)(C)C.[K+].[C:34]1(C)C=CC=CC=1.[CH2:41]([C@@:44]1([CH3:71])[CH2:49][C@H:48]([C:50]2[CH:55]=[CH:54][CH:53]=[C:52](Cl)[CH:51]=2)[C@@H:47]([C:57]2[CH:62]=[CH:61][C:60]([Cl:63])=[CH:59][CH:58]=2)[N:46]([C@@H:64]([CH2:68][CH3:69])[C:65](=O)[CH3:66])[C:45]1=[O:70])[CH:42]=[CH2:43]. (5) Given the product [Cl:7][C:8]1[C:25]([C:26]2[CH:35]=[CH:34][C:29]3[O:30][CH2:31][CH2:32][O:33][C:28]=3[CH:27]=2)=[CH:24][CH:23]=[CH:22][C:9]=1[CH2:10][O:11][C:12]1[C:19]([CH3:20])=[CH:18][C:15]([CH:16]=[O:17])=[C:14]([CH:13]=1)[O:21][CH2:37][C:38]1[CH:39]=[N:40][CH:41]=[C:42]([CH:45]=1)[C:43]#[N:44], predict the reactants needed to synthesize it. The reactants are: C(=O)([O-])[O-].[Cs+].[Cs+].[Cl:7][C:8]1[C:25]([C:26]2[CH:35]=[CH:34][C:29]3[O:30][CH2:31][CH2:32][O:33][C:28]=3[CH:27]=2)=[CH:24][CH:23]=[CH:22][C:9]=1[CH2:10][O:11][C:12]1[C:19]([CH3:20])=[CH:18][C:15]([CH:16]=[O:17])=[C:14]([OH:21])[CH:13]=1.Cl[CH2:37][C:38]1[CH:39]=[N:40][CH:41]=[C:42]([CH:45]=1)[C:43]#[N:44]. (6) Given the product [Cl:1][C:2]1[CH:19]=[CH:18][C:5]([CH2:6][N:7]2[C:11]([C:12]#[CH:13])=[CH:10][CH:9]=[N:8]2)=[CH:4][C:3]=1[F:20], predict the reactants needed to synthesize it. The reactants are: [Cl:1][C:2]1[CH:19]=[CH:18][C:5]([CH2:6][N:7]2[C:11]([C:12]#[C:13][Si](C)(C)C)=[CH:10][CH:9]=[N:8]2)=[CH:4][C:3]=1[F:20].C([O-])([O-])=O.[K+].[K+]. (7) The reactants are: C([NH:8][C@H:9]([CH2:30][C:31]1[CH:36]=[CH:35][C:34]([Cl:37])=[CH:33][CH:32]=1)[C:10]([NH:12][N:13]1[CH2:17][CH2:16][C@@H:15]([N:18]([CH:24]2[CH2:29][CH2:28][CH2:27][CH2:26][CH2:25]2)[C:19](=[O:23])[CH:20]([CH3:22])[CH3:21])[CH2:14]1)=[O:11])(OC(C)(C)C)=O.[C:38]([OH:44])([C:40]([F:43])([F:42])[F:41])=[O:39]. Given the product [NH2:8][C@H:9]([CH2:30][C:31]1[CH:36]=[CH:35][C:34]([Cl:37])=[CH:33][CH:32]=1)[C:10]([NH:12][N:13]1[CH2:17][CH2:16][C@@H:15]([N:18]([CH:24]2[CH2:29][CH2:28][CH2:27][CH2:26][CH2:25]2)[C:19](=[O:23])[CH:20]([CH3:22])[CH3:21])[CH2:14]1)=[O:11].[C:38]([OH:44])([C:40]([F:43])([F:42])[F:41])=[O:39], predict the reactants needed to synthesize it.